Dataset: TCR-epitope binding with 47,182 pairs between 192 epitopes and 23,139 TCRs. Task: Binary Classification. Given a T-cell receptor sequence (or CDR3 region) and an epitope sequence, predict whether binding occurs between them. The epitope is IVTDFSVIK. The TCR CDR3 sequence is CASSPAHTGELFF. Result: 1 (the TCR binds to the epitope).